Task: Predict the reaction yield, written as a fraction of the theoretical maximum amount of product (1.0 means a 100% yield; for example, 0.34 means a 34% yield).. Dataset: Reaction yield outcomes from USPTO patents with 853,638 reactions (1) The reactants are [F:1][C:2]1[CH:3]=[C:4]([N+:9]([O-:11])=[O:10])[CH:5]=[CH:6][C:7]=1F.C(=O)([O-])[O-].[K+].[K+].[CH3:18][NH:19][CH2:20][CH2:21][OH:22]. The catalyst is CS(C)=O. The product is [F:1][C:2]1[CH:3]=[C:4]([N+:9]([O-:11])=[O:10])[CH:5]=[CH:6][C:7]=1[N:19]([CH3:18])[CH2:20][CH2:21][OH:22]. The yield is 0.990. (2) The reactants are [F:1][C:2]1[CH:7]=[CH:6][C:5]([C:8]2OC(=O)[S:10][N:9]=2)=[CH:4][CH:3]=1.[C:14]([O:18][CH2:19][CH3:20])(=[O:17])[C:15]#[CH:16]. The catalyst is ClC1C=CC=CC=1Cl. The product is [F:1][C:2]1[CH:7]=[CH:6][C:5]([C:8]2[CH:16]=[C:15]([C:14]([O:18][CH2:19][CH3:20])=[O:17])[S:10][N:9]=2)=[CH:4][CH:3]=1. The yield is 0.320. (3) The reactants are [Br:1][C:2]1[CH:3]=[C:4]([NH2:9])[C:5]([NH2:8])=[CH:6][CH:7]=1.[CH:10](=O)[C:11]1[CH:16]=[CH:15][CH:14]=[CH:13][CH:12]=1.CC1C=CC(S(O)(=O)=O)=CC=1. The catalyst is CN(C=O)C.CCOC(C)=O. The product is [Br:1][C:2]1[CH:7]=[CH:6][C:5]2[N:8]=[C:10]([C:11]3[CH:16]=[CH:15][CH:14]=[CH:13][CH:12]=3)[NH:9][C:4]=2[CH:3]=1. The yield is 0.660. (4) The reactants are [CH3:1][C:2]1[N:7]=[C:6]2[S:8][C:9]3[CH2:14][CH2:13][CH2:12][CH2:11][C:10]=3[C:5]2=[C:4]([C:15]2[CH:23]=[CH:22][C:18]3[N:19]=[CH:20][S:21][C:17]=3[CH:16]=2)[C:3]=1[CH:24]([O:29][C:30]([CH3:33])([CH3:32])[CH3:31])[C:25]([O:27]C)=[O:26].[I-].[Li+]. The catalyst is N1C=CC=CC=1. The product is [CH3:1][C:2]1[N:7]=[C:6]2[S:8][C:9]3[CH2:14][CH2:13][CH2:12][CH2:11][C:10]=3[C:5]2=[C:4]([C:15]2[CH:23]=[CH:22][C:18]3[N:19]=[CH:20][S:21][C:17]=3[CH:16]=2)[C:3]=1[CH:24]([O:29][C:30]([CH3:33])([CH3:32])[CH3:31])[C:25]([OH:27])=[O:26]. The yield is 0.340. (5) The reactants are C(OC([N:8]1[CH2:13][CH2:12][CH:11]([N:14]2[C@H:18]([C:19]3[CH:24]=[CH:23][CH:22]=[CH:21][CH:20]=3)[CH2:17][N:16]([C:25]([O:27][CH3:28])=[O:26])[C:15]2=[O:29])[CH2:10][CH2:9]1)=O)(C)(C)C.C(O)(C(F)(F)F)=O. The catalyst is C(Cl)Cl. The product is [CH3:28][O:27][C:25]([N:16]1[CH2:17][C@@H:18]([C:19]2[CH:24]=[CH:23][CH:22]=[CH:21][CH:20]=2)[N:14]([CH:11]2[CH2:12][CH2:13][NH:8][CH2:9][CH2:10]2)[C:15]1=[O:29])=[O:26]. The yield is 1.00.